This data is from Reaction yield outcomes from USPTO patents with 853,638 reactions. The task is: Predict the reaction yield, written as a fraction of the theoretical maximum amount of product (1.0 means a 100% yield; for example, 0.34 means a 34% yield). (1) The reactants are [CH2:1]([N:3]1[C:11]2[CH:10]=[C:9]3[NH:12][C:13]([C:15]4[C:23]5[C:18](=[CH:19][CH:20]=[C:21]([C:24]([OH:26])=O)[CH:22]=5)[NH:17][N:16]=4)=[N:14][C:8]3=[CH:7][C:6]=2[C:5]([CH3:28])([CH3:27])[C:4]1=[O:29])[CH3:2].C(Cl)(=O)C(Cl)=O.[NH2:36][C:37]1[CH:42]=[CH:41][CH:40]=[CH:39][CH:38]=1.C(N(CC)CC)C. The catalyst is C1COCC1.CN(C=O)C. The product is [C:37]1([NH:36][C:24]([C:21]2[CH:22]=[C:23]3[C:18](=[CH:19][CH:20]=2)[NH:17][N:16]=[C:15]3[C:13]2[NH:12][C:9]3[C:8]([N:14]=2)=[CH:7][C:6]2[C:5]([CH3:28])([CH3:27])[C:4](=[O:29])[N:3]([CH2:1][CH3:2])[C:11]=2[CH:10]=3)=[O:26])[CH:42]=[CH:41][CH:40]=[CH:39][CH:38]=1. The yield is 0.810. (2) The reactants are [NH2:1][C@@H:2]([C:7]1[CH:16]=[CH:15][C:14]2[C:9](=[CH:10][CH:11]=[CH:12][CH:13]=2)[CH:8]=1)[C:3]([CH3:6])([OH:5])[CH3:4].C([N:19]([CH2:22][CH3:23])CC)C.[CH3:24][C:25]([CH3:32])([C:29](Cl)=[O:30])[C:26](Cl)=[O:27].[Cl-].[NH4+]. The catalyst is ClCCl. The product is [CH:8]1[C:9]2[C:14](=[CH:13][CH:12]=[CH:11][CH:10]=2)[CH:15]=[CH:16][C:7]=1[C@H:2]([NH:1][C:26](=[O:27])[C:25]([CH3:32])([CH3:24])[C:29]([NH:19][C@@H:22]([C:23]1[CH:7]=[CH:8][C:9]2[C:14](=[CH:13][CH:12]=[CH:11][CH:10]=2)[CH:15]=1)[C:3]([CH3:2])([OH:5])[CH3:4])=[O:30])[C:3]([OH:5])([CH3:6])[CH3:4]. The yield is 1.00.